This data is from Retrosynthesis with 50K atom-mapped reactions and 10 reaction types from USPTO. The task is: Predict the reactants needed to synthesize the given product. Given the product CS(=O)(=O)c1ccc(Nc2nc(N3CCCCC3)ccc2C(N)=O)cc1, predict the reactants needed to synthesize it. The reactants are: C1CCNCC1.CS(=O)(=O)c1ccc(Nc2nc(Cl)ccc2C(N)=O)cc1.